The task is: Regression. Given a peptide amino acid sequence and an MHC pseudo amino acid sequence, predict their binding affinity value. This is MHC class II binding data.. This data is from Peptide-MHC class II binding affinity with 134,281 pairs from IEDB. The binding affinity (normalized) is 0.0932. The peptide sequence is TEAEDVIPEGWKADTSYESK. The MHC is DRB1_0101 with pseudo-sequence DRB1_0101.